This data is from Reaction yield outcomes from USPTO patents with 853,638 reactions. The task is: Predict the reaction yield, written as a fraction of the theoretical maximum amount of product (1.0 means a 100% yield; for example, 0.34 means a 34% yield). (1) The reactants are [ClH:1].O1CCOCC1.[CH3:8][O:9][C:10]1[CH:30]=[CH:29][C:13]([C:14]([O:16][CH2:17][C:18]([NH:21]C(OC(C)(C)C)=O)([CH3:20])[CH3:19])=[O:15])=[CH:12][CH:11]=1. The catalyst is C(Cl)Cl. The product is [ClH:1].[CH3:8][O:9][C:10]1[CH:11]=[CH:12][C:13]([C:14]([O:16][CH2:17][C:18]([NH2:21])([CH3:20])[CH3:19])=[O:15])=[CH:29][CH:30]=1. The yield is 1.00. (2) The reactants are [F:1][C:2]1[CH:15]=[CH:14][C:5]([O:6][CH2:7][C:8]([O:10]C(C)C)=[O:9])=[C:4]([CH3:16])[C:3]=1[NH:17][CH2:18][C:19]1[CH:24]=[C:23]([C:25]2[CH:30]=[CH:29][CH:28]=[C:27]([F:31])[CH:26]=2)[CH:22]=[C:21]([CH3:32])[C:20]=1[O:33][CH3:34].[Li+].[OH-]. The catalyst is C1COCC1. The product is [F:1][C:2]1[CH:15]=[CH:14][C:5]([O:6][CH2:7][C:8]([OH:10])=[O:9])=[C:4]([CH3:16])[C:3]=1[NH:17][CH2:18][C:19]1[CH:24]=[C:23]([C:25]2[CH:30]=[CH:29][CH:28]=[C:27]([F:31])[CH:26]=2)[CH:22]=[C:21]([CH3:32])[C:20]=1[O:33][CH3:34]. The yield is 0.500. (3) The reactants are [Br:1]Br.N1C=CN=C1.C1(P(C2C=CC=CC=2)C2C=CC=CC=2)C=CC=CC=1.O[CH2:28][C:29]1[S:33][C:32]([C:34]([O:36][CH3:37])=[O:35])=[CH:31][CH:30]=1. The catalyst is C(Cl)Cl. The product is [Br:1][CH2:28][C:29]1[S:33][C:32]([C:34]([O:36][CH3:37])=[O:35])=[CH:31][CH:30]=1. The yield is 0.950. (4) The reactants are Br[C:2]1[CH:32]=[CH:31][C:5]2[NH:6][C:7]([CH2:9][CH:10]3[CH2:15][CH2:14][CH2:13][CH2:12][N:11]3[C:16]([C:18]3[N:19]=[C:20]([CH3:30])[S:21][C:22]=3[C:23]3[CH:28]=[CH:27][C:26]([F:29])=[CH:25][CH:24]=3)=[O:17])=[N:8][C:4]=2[CH:3]=1.[Cu][C:34]#[N:35]. The catalyst is CN1CCCC1=O.O.C(OCC)(=O)C. The product is [F:29][C:26]1[CH:25]=[CH:24][C:23]([C:22]2[S:21][C:20]([CH3:30])=[N:19][C:18]=2[C:16]([N:11]2[CH2:12][CH2:13][CH2:14][CH2:15][CH:10]2[CH2:9][C:7]2[NH:6][C:5]3[CH:31]=[CH:32][C:2]([C:34]#[N:35])=[CH:3][C:4]=3[N:8]=2)=[O:17])=[CH:28][CH:27]=1. The yield is 0.0100. (5) The reactants are Br[C:2]1[N:10]2[C:5]([CH:6]=[N:7][C:8]([NH:11][C:12]3[CH:17]=[CH:16][C:15]([CH:18]4[CH2:23][CH2:22][N:21]([CH2:24][C:25]([NH2:27])=[O:26])[CH2:20][CH2:19]4)=[CH:14][CH:13]=3)=[N:9]2)=[CH:4][CH:3]=1.[CH3:28][S:29]([N:32]1[CH2:40][C:39]2[C:34](=[CH:35][CH:36]=[CH:37][C:38]=2B2OC(C)(C)C(C)(C)O2)[CH2:33]1)(=[O:31])=[O:30].C(=O)([O-])[O-].[Na+].[Na+].O.O1CCCC1. The catalyst is C(Cl)Cl.C1C=CC([P]([Pd]([P](C2C=CC=CC=2)(C2C=CC=CC=2)C2C=CC=CC=2)([P](C2C=CC=CC=2)(C2C=CC=CC=2)C2C=CC=CC=2)[P](C2C=CC=CC=2)(C2C=CC=CC=2)C2C=CC=CC=2)(C2C=CC=CC=2)C2C=CC=CC=2)=CC=1. The product is [CH3:28][S:29]([N:32]1[CH2:40][C:39]2[C:34](=[CH:35][CH:36]=[CH:37][C:38]=2[C:2]2[N:10]3[C:5]([CH:6]=[N:7][C:8]([NH:11][C:12]4[CH:17]=[CH:16][C:15]([CH:18]5[CH2:23][CH2:22][N:21]([CH2:24][C:25]([NH2:27])=[O:26])[CH2:20][CH2:19]5)=[CH:14][CH:13]=4)=[N:9]3)=[CH:4][CH:3]=2)[CH2:33]1)(=[O:31])=[O:30]. The yield is 0.0190. (6) The reactants are [C:1]([Cu])#[N:2].Br[C:5]1[CH:6]=[N:7][CH:8]=[C:9]([CH:14]=1)[C:10]([O:12][CH3:13])=[O:11]. The catalyst is CN(C=O)C. The product is [CH3:13][O:12][C:10](=[O:11])[C:9]1[CH:14]=[C:5]([C:1]#[N:2])[CH:6]=[N:7][CH:8]=1. The yield is 0.600. (7) The reactants are [OH:1][CH2:2][CH2:3][CH:4]1[CH2:15][CH2:14][C:13]2[S:12][C:11]3[N:10]=[CH:9][N:8]=[C:7]([O:16][CH:17]4[CH2:22][CH2:21][CH:20]([N:23]([CH3:31])[C:24](=[O:30])[O:25][C:26]([CH3:29])([CH3:28])[CH3:27])[CH2:19][CH2:18]4)[C:6]=3[C:5]1=2.[H-].[Na+].Br[CH2:35][CH3:36]. The catalyst is CN(C=O)C. The product is [CH2:35]([O:1][CH2:2][CH2:3][CH:4]1[CH2:15][CH2:14][C:13]2[S:12][C:11]3[N:10]=[CH:9][N:8]=[C:7]([O:16][CH:17]4[CH2:18][CH2:19][CH:20]([N:23]([CH3:31])[C:24](=[O:30])[O:25][C:26]([CH3:28])([CH3:27])[CH3:29])[CH2:21][CH2:22]4)[C:6]=3[C:5]1=2)[CH3:36]. The yield is 0.140.